Dataset: Reaction yield outcomes from USPTO patents with 853,638 reactions. Task: Predict the reaction yield, written as a fraction of the theoretical maximum amount of product (1.0 means a 100% yield; for example, 0.34 means a 34% yield). (1) The reactants are Br[C:2]1[CH:10]=[CH:9][CH:8]=[C:7]2[C:3]=1[C:4]([CH:12]=[O:13])=[CH:5][N:6]2[CH3:11].[CH3:14][O:15][C:16]1[CH:21]=[CH:20][C:19](B2OC(C)(C)C(C)(C)O2)=[CH:18][CH:17]=1.C(COC)OC.C(=O)([O-])[O-].[Na+].[Na+]. The catalyst is C1C=CC([P]([Pd]([P](C2C=CC=CC=2)(C2C=CC=CC=2)C2C=CC=CC=2)([P](C2C=CC=CC=2)(C2C=CC=CC=2)C2C=CC=CC=2)[P](C2C=CC=CC=2)(C2C=CC=CC=2)C2C=CC=CC=2)(C2C=CC=CC=2)C2C=CC=CC=2)=CC=1.ClCCl. The product is [CH3:14][O:15][C:16]1[CH:21]=[CH:20][C:19]([C:2]2[CH:10]=[CH:9][CH:8]=[C:7]3[C:3]=2[C:4]([CH:12]=[O:13])=[CH:5][N:6]3[CH3:11])=[CH:18][CH:17]=1. The yield is 0.498. (2) The reactants are [CH3:1][N:2]1[C:10]2[C@@:9]3([CH3:14])[C:11]([CH3:13])([CH3:12])[C@H:6]([CH2:7][CH2:8]3)[C:5]=2[C:4](=[O:15])[NH:3]1.[F:16][C:17]1[CH:24]=[C:23]([F:25])[CH:22]=[CH:21][C:18]=1[CH2:19]Br. The catalyst is CN(C)C=O. The product is [F:16][C:17]1[CH:24]=[C:23]([F:25])[CH:22]=[CH:21][C:18]=1[CH2:19][N:3]1[C:4](=[O:15])[C:5]2[C@@H:6]3[C:11]([CH3:12])([CH3:13])[C@@:9]([CH3:14])([CH2:8][CH2:7]3)[C:10]=2[N:2]1[CH3:1]. The yield is 0.510. (3) The reactants are [CH2:1]([C:8]1[S:12][C:11]([NH:13][C:14](=[O:23])[C:15]2[CH:20]=[CH:19][C:18]([O:21][CH3:22])=[CH:17][CH:16]=2)=[N:10][C:9]=1[C:24]1[CH:29]=[CH:28][C:27]([O:30]C)=[CH:26][CH:25]=1)[C:2]1[CH:7]=[CH:6][CH:5]=[CH:4][CH:3]=1.B(Br)(Br)Br. No catalyst specified. The product is [CH2:1]([C:8]1[S:12][C:11]([NH:13][C:14](=[O:23])[C:15]2[CH:20]=[CH:19][C:18]([O:21][CH3:22])=[CH:17][CH:16]=2)=[N:10][C:9]=1[C:24]1[CH:29]=[CH:28][C:27]([OH:30])=[CH:26][CH:25]=1)[C:2]1[CH:7]=[CH:6][CH:5]=[CH:4][CH:3]=1. The yield is 0.413. (4) The reactants are Cl.[C:2]([C@H:5]1[O:10][CH2:9][C@H:8]([NH:11][C:12]([C@@H:14]2[NH:28][C:27]3([CH2:33][CH2:32][C:31]([CH3:35])([CH3:34])[CH2:30][CH2:29]3)[C@:16]3([C:24]4[C:19](=[CH:20][C:21]([Cl:25])=[CH:22][CH:23]=4)[NH:18][C:17]3=[O:26])[C@H:15]2[C:36]2[CH:41]=[CH:40][N:39]=[C:38]([Cl:42])[C:37]=2[F:43])=[O:13])[CH2:7][CH2:6]1)(=[O:4])[NH2:3]. The catalyst is CC(O)C. The product is [OH2:4].[ClH:25].[C:2]([C@H:5]1[O:10][CH2:9][C@H:8]([NH:11][C:12]([C@@H:14]2[NH:28][C:27]3([CH2:29][CH2:30][C:31]([CH3:35])([CH3:34])[CH2:32][CH2:33]3)[C@:16]3([C:24]4[C:19](=[CH:20][C:21]([Cl:25])=[CH:22][CH:23]=4)[NH:18][C:17]3=[O:26])[C@H:15]2[C:36]2[CH:41]=[CH:40][N:39]=[C:38]([Cl:42])[C:37]=2[F:43])=[O:13])[CH2:7][CH2:6]1)(=[O:4])[NH2:3].[CH3:2][CH:5]([OH:10])[CH3:6]. The yield is 0.850.